Dataset: Reaction yield outcomes from USPTO patents with 853,638 reactions. Task: Predict the reaction yield, written as a fraction of the theoretical maximum amount of product (1.0 means a 100% yield; for example, 0.34 means a 34% yield). (1) The reactants are [CH3:1][N:2]1[CH:6]=[CH:5][CH:4]=[C:3]1[C:7]([OH:9])=O.C(Cl)(Cl)Cl.N=C=N.[CH3:17][O:18][C:19]1[CH:49]=[CH:48][C:22]([C:23]([NH:25][C:26]2[CH:27]=[N:28][CH:29]=[CH:30][C:31]=2[NH:32][C:33](=[O:47])[C:34]2[CH:39]=[CH:38][C:37]([O:40][CH3:41])=[CH:36][C:35]=2[O:42][CH2:43][CH2:44][CH2:45][NH2:46])=[O:24])=[CH:21][CH:20]=1. The catalyst is CC=C(C)C. The product is [CH3:17][O:18][C:19]1[CH:20]=[CH:21][C:22]([C:23]([NH:25][C:26]2[CH:27]=[N:28][CH:29]=[CH:30][C:31]=2[NH:32][C:33](=[O:47])[C:34]2[CH:39]=[CH:38][C:37]([O:40][CH3:41])=[CH:36][C:35]=2[O:42][CH2:43][CH2:44][CH2:45][NH:46][C:7]([C:3]2[N:2]([CH3:1])[CH:6]=[CH:5][CH:4]=2)=[O:9])=[O:24])=[CH:48][CH:49]=1. The yield is 0.270. (2) The reactants are COC1C=CC(C[N:8]2[C:12]([N:13]([CH2:15][CH2:16][CH2:17][N:18]([CH3:20])[CH3:19])[NH2:14])=[N:11][N:10]=[N:9]2)=CC=1.Cl. No catalyst specified. The product is [NH:11]1[C:12]([N:13]([CH2:15][CH2:16][CH2:17][N:18]([CH3:19])[CH3:20])[NH2:14])=[N:8][N:9]=[N:10]1. The yield is 0.130. (3) The reactants are [CH3:1][S:2][CH2:3][S:4]([C:7]1[CH:12]=[CH:11][CH:10]=[CH:9][CH:8]=1)(=[O:6])=[O:5].[H-].[Na+].Br[CH2:16][C@@:17]1([C:22]2[CH:27]=[CH:26][C:25]([Cl:28])=[C:24]([Cl:29])[CH:23]=2)[CH2:19][CH:18]1[CH2:20]Br.C(OCC)(=O)C.CCCCCC. The catalyst is CN(C)C=O. The product is [C:7]1([S:4]([C:3]2([S:2][CH3:1])[CH2:20][C@H:18]3[C@:17]([C:22]4[CH:27]=[CH:26][C:25]([Cl:28])=[C:24]([Cl:29])[CH:23]=4)([CH2:19]3)[CH2:16]2)(=[O:5])=[O:6])[CH:12]=[CH:11][CH:10]=[CH:9][CH:8]=1. The yield is 0.330. (4) The reactants are [CH3:1][C:2]1([CH3:11])[CH2:7][CH:6]([OH:8])[CH2:5][C:4]([CH3:10])([CH3:9])[NH:3]1.[OH:12]O.[Cl-].[Na+].CS(O)(=O)=O.[CH2:21]1[CH2:26][CH2:25][CH2:24][CH2:23][CH2:22]1. The catalyst is O.C(#N)C.O.O.[O-][W]([O-])(=O)=O.[Na+].[Na+].C(=O)(O)[O-].[Na+].CS(O)(=O)=O. The product is [CH:21]1([O:12][N:3]2[C:4]([CH3:10])([CH3:9])[CH2:5][CH:6]([OH:8])[CH2:7][C:2]2([CH3:11])[CH3:1])[CH2:26][CH2:25][CH2:24][CH2:23][CH2:22]1. The yield is 0.680. (5) The reactants are Br[C:2]1[C:10]2[C:5](=[CH:6][C:7]([C:11]([O:13][CH3:14])=[O:12])=[CH:8][CH:9]=2)[N:4]([C:15]2[CH:19]=[CH:18][S:17][CH:16]=2)[N:3]=1.[C:20](B1OC(C)(C)C(C)(C)O1)([CH3:22])=[CH2:21].C(NC(C)C)(C)C. The catalyst is CN(C)C=O.O.C([O-])(=O)C.[Pd+2].C([O-])(=O)C. The product is [CH2:21]=[C:20]([C:2]1[C:10]2[C:5](=[CH:6][C:7]([C:11]([O:13][CH3:14])=[O:12])=[CH:8][CH:9]=2)[N:4]([C:15]2[CH:19]=[CH:18][S:17][CH:16]=2)[N:3]=1)[CH3:22]. The yield is 0.870. (6) The reactants are [CH3:1][C:2]1([CH3:23])[CH2:6][O:5][C:4]2=[CH:7][C:8]3[O:9][CH2:10][C:11]4([C:21]=3[CH:22]=[C:3]12)[C:19]1[C:14](=[CH:15][CH:16]=[CH:17][CH:18]=1)[NH:13][C:12]4=[O:20].N1C2C(=CC=CC=2)C2(C3=CC4OCOC=4C=C3OC2)C1=O.S(O[CH2:56][CH:57]1[CH2:62][CH2:61][N:60]([C:63]([O:65][C:66]([CH3:69])([CH3:68])[CH3:67])=[O:64])[CH2:59][CH2:58]1)(C1C=CC(C)=CC=1)(=O)=O.FC1C=CC(CBr)=CC=1. The product is [CH3:1][C:2]1([CH3:23])[CH2:6][O:5][C:4]2=[CH:7][C:8]3[O:9][CH2:10][C:11]4([C:21]=3[CH:22]=[C:3]12)[C:19]1[C:14](=[CH:15][CH:16]=[CH:17][CH:18]=1)[N:13]([CH2:56][CH:57]1[CH2:62][CH2:61][N:60]([C:63]([O:65][C:66]([CH3:67])([CH3:69])[CH3:68])=[O:64])[CH2:59][CH2:58]1)[C:12]4=[O:20]. No catalyst specified. The yield is 0.700. (7) The reactants are Br[C:2]1[N:7]=[C:6]([CH:8]([NH:20][C:21]([N:23]2[CH2:28][CH2:27][CH:26]([N:29]3[CH2:38][C:37]4[C:32](=[CH:33][CH:34]=[CH:35][CH:36]=4)[NH:31][C:30]3=[O:39])[CH2:25][CH2:24]2)=[O:22])[CH2:9][C:10]2[CH:11]=[C:12]3[C:16](=[C:17]([CH3:19])[CH:18]=2)[NH:15][N:14]=[CH:13]3)[CH:5]=[CH:4][CH:3]=1.O1CCC[CH2:41]1. The catalyst is C1C=CC([P]([Pd]([P](C2C=CC=CC=2)(C2C=CC=CC=2)C2C=CC=CC=2)([P](C2C=CC=CC=2)(C2C=CC=CC=2)C2C=CC=CC=2)[P](C2C=CC=CC=2)(C2C=CC=CC=2)C2C=CC=CC=2)(C2C=CC=CC=2)C2C=CC=CC=2)=CC=1. The product is [CH3:19][C:17]1[CH:18]=[C:10]([CH2:9][CH:8]([NH:20][C:21]([N:23]2[CH2:28][CH2:27][CH:26]([N:29]3[CH2:38][C:37]4[C:32](=[CH:33][CH:34]=[CH:35][CH:36]=4)[NH:31][C:30]3=[O:39])[CH2:25][CH2:24]2)=[O:22])[C:6]2[CH:5]=[CH:4][CH:3]=[C:2]([CH3:41])[N:7]=2)[CH:11]=[C:12]2[C:16]=1[NH:15][N:14]=[CH:13]2. The yield is 0.940.